The task is: Predict the reaction yield, written as a fraction of the theoretical maximum amount of product (1.0 means a 100% yield; for example, 0.34 means a 34% yield).. This data is from Reaction yield outcomes from USPTO patents with 853,638 reactions. (1) The reactants are [CH2:1]([O:8][N:9]1[C:15](=[O:16])[N:14]2[CH2:17][C@H:10]1[CH2:11][CH2:12][C@H:13]2[CH:18]=O)[C:2]1[CH:7]=[CH:6][CH:5]=[CH:4][CH:3]=1.Cl.[NH2:21][OH:22].N1C=CC=CC=1. The catalyst is CCO. The product is [CH2:1]([O:8][N:9]1[C:15](=[O:16])[N:14]2[CH2:17][CH:10]1[CH2:11][CH2:12][CH:13]2/[CH:18]=[N:21]/[OH:22])[C:2]1[CH:3]=[CH:4][CH:5]=[CH:6][CH:7]=1. The yield is 0.420. (2) The reactants are [NH2:1][C:2]1[N:7]=[CH:6][N:5]=[C:4]2[N:8]([CH:12]([C:14]3[CH:19]=[N:18][N:17]([CH3:20])[C:16](=[O:21])[C:15]=3[C:22]3[CH:27]=[CH:26][CH:25]=[CH:24][CH:23]=3)[CH3:13])[N:9]=[C:10](I)[C:3]=12.[F:28][C:29]1[CH:30]=[C:31](B(O)O)[CH:32]=[C:33]([OH:35])[CH:34]=1. The catalyst is C1C=CC([P]([Pd]([P](C2C=CC=CC=2)(C2C=CC=CC=2)C2C=CC=CC=2)([P](C2C=CC=CC=2)(C2C=CC=CC=2)C2C=CC=CC=2)[P](C2C=CC=CC=2)(C2C=CC=CC=2)C2C=CC=CC=2)(C2C=CC=CC=2)C2C=CC=CC=2)=CC=1. The product is [NH2:1][C:2]1[N:7]=[CH:6][N:5]=[C:4]2[N:8]([CH:12]([C:14]3[CH:19]=[N:18][N:17]([CH3:20])[C:16](=[O:21])[C:15]=3[C:22]3[CH:27]=[CH:26][CH:25]=[CH:24][CH:23]=3)[CH3:13])[N:9]=[C:10]([C:31]3[CH:32]=[C:33]([OH:35])[CH:34]=[C:29]([F:28])[CH:30]=3)[C:3]=12. The yield is 0.490. (3) The reactants are [CH3:1][N:2]([CH2:4][C:5]([OH:7])=O)[CH3:3].C(N1C=CN=C1)(N1C=CN=C1)=O.Cl.[NH2:21][CH2:22][C:23]1[CH:32]=[CH:31][CH:30]=[C:29]2[C:24]=1[C:25](=[O:42])[N:26]([CH:34]1[CH2:39][CH2:38][C:37](=[O:40])[NH:36][C:35]1=[O:41])[C:27]([CH3:33])=[N:28]2. The catalyst is CN(C=O)C. The product is [CH3:3][N:2]([CH3:1])[CH2:4][C:5]([NH:21][CH2:22][C:23]1[CH:32]=[CH:31][CH:30]=[C:29]2[C:24]=1[C:25](=[O:42])[N:26]([CH:34]1[CH2:39][CH2:38][C:37](=[O:40])[NH:36][C:35]1=[O:41])[C:27]([CH3:33])=[N:28]2)=[O:7]. The yield is 0.460. (4) The reactants are [Cl:1][C:2]1[CH:3]=[CH:4][C:5]([O:18][CH2:19][CH:20]([CH3:22])[CH3:21])=[C:6]([CH2:8][N:9]2[C:13]([CH3:14])=[CH:12][C:11](C(O)=O)=[N:10]2)[CH:7]=1.CC[N:25]([CH2:28]C)CC.C1C=CC(P(N=[N+]=[N-])(C2C=CC=CC=2)=[O:37])=CC=1.[CH2:47]([O:49][C:50]([CH:52]1[CH2:57][CH2:56][CH:55]([OH:58])[CH2:54][CH2:53]1)=[O:51])[CH3:48]. The catalyst is C1(C)C=CC=CC=1.CCOC(C)=O. The product is [Cl:1][C:2]1[CH:3]=[CH:4][C:5]([O:18][CH2:19][CH:20]([CH3:21])[CH3:22])=[C:6]([CH2:8][N:9]2[C:13]([CH3:14])=[CH:12][C:11]([NH:25][C:28]([O:58][CH:55]3[CH2:56][CH2:57][CH:52]([C:50]([O:49][CH2:47][CH3:48])=[O:51])[CH2:53][CH2:54]3)=[O:37])=[N:10]2)[CH:7]=1. The yield is 0.680.